Dataset: Forward reaction prediction with 1.9M reactions from USPTO patents (1976-2016). Task: Predict the product of the given reaction. (1) Given the reactants [F:1][C:2]1([F:25])[CH2:7][CH2:6][N:5]([C:8]([C:10]2[N:11]=[C:12]([C:15]([N:17](C(=O)C(O)(C)C)[NH2:18])=[O:16])[S:13][CH:14]=2)=[O:9])[CH2:4][CH2:3]1.Br[C:27]1[CH:32]=[CH:31][C:30]([S:33]([NH:36][C@@H:37]([CH3:42])[C:38]([F:41])([F:40])[F:39])(=[O:35])=[O:34])=[C:29]([F:43])[C:28]=1[Cl:44].[C:45](O)(=O)[C:46]([CH3:49])(C)[CH3:47].C([O-])(=[O:54])C.[K+], predict the reaction product. The product is: [Cl:44][C:28]1[C:29]([F:43])=[C:30]([S:33]([NH:36][C@@H:37]([CH3:42])[C:38]([F:41])([F:40])[F:39])(=[O:35])=[O:34])[CH:31]=[CH:32][C:27]=1[C:14]1[S:13][C:12]([C:15]2[O:16][C:45]([C:46]([OH:54])([CH3:49])[CH3:47])=[N:18][N:17]=2)=[N:11][C:10]=1[C:8]([N:5]1[CH2:4][CH2:3][C:2]([F:1])([F:25])[CH2:7][CH2:6]1)=[O:9]. (2) Given the reactants [Br:1][C:2]1[CH:7]=[C:6]([F:8])[CH:5]=[CH:4][C:3]=1[CH2:9][CH2:10][I:11].[CH:12]1[CH:17]=[CH:16][C:15]([P:18]([C:25]2[CH:30]=[CH:29][CH:28]=[CH:27][CH:26]=2)[C:19]2[CH:24]=[CH:23][CH:22]=[CH:21][CH:20]=2)=[CH:14][CH:13]=1, predict the reaction product. The product is: [I-:11].[Br:1][C:2]1[CH:7]=[C:6]([F:8])[CH:5]=[CH:4][C:3]=1[CH2:9][CH2:10][P+:18]([C:19]1[CH:20]=[CH:21][CH:22]=[CH:23][CH:24]=1)([C:25]1[CH:30]=[CH:29][CH:28]=[CH:27][CH:26]=1)[C:15]1[CH:14]=[CH:13][CH:12]=[CH:17][CH:16]=1. (3) Given the reactants [CH3:1][N:2]([C:20]1[CH:21]=[CH:22][CH:23]=[CH:24][N:25]=1)[CH2:3][CH2:4][O:5][C:6]1[CH:7]=[CH:8][C:9]([CH2:12][CH:13]2[S:19][C:17](=[O:18])[NH:16][C:14]2=[O:15])=[CH:10][CH:11]=1.[CH2:26]([OH:28])[CH3:27].CO, predict the reaction product. The product is: [CH3:1][N:2]([C:20]1[N:25]=[CH:24][CH:23]=[CH:22][CH:21]=1)[CH2:3][CH2:4][O:5][C:6]1[CH:7]=[CH:8][C:9]([CH2:12][CH:13]2[S:19][C:17]([O-:18])=[N:16][C:14]2=[O:15])=[CH:10][CH:11]=1.[CH3:1][N+:2]([CH2:27][CH2:26][OH:28])([CH3:20])[CH3:3]. (4) Given the reactants [CH:1]1([CH2:5][O:6][C:7]2[CH:15]=[CH:14][CH:13]=[C:12]3[C:8]=2[CH:9]=[C:10]([C:16]([OH:18])=[O:17])[NH:11]3)[CH2:4][CH2:3][CH2:2]1.[O:19]1C=CC(CO)=C1.C(OC(C1NC2C(C=1)=C(O)C=CC=2)=O)C, predict the reaction product. The product is: [O:19]1[CH:4]=[CH:3][CH:2]=[C:1]1[CH2:5][O:6][C:7]1[CH:15]=[CH:14][CH:13]=[C:12]2[C:8]=1[CH:9]=[C:10]([C:16]([OH:18])=[O:17])[NH:11]2. (5) Given the reactants P(Br)(Br)[Br:2].[Cl:5][C:6]1[C:11]([O:12][CH3:13])=[CH:10][C:9]([CH2:14]O)=[C:8]([F:16])[CH:7]=1, predict the reaction product. The product is: [Br:2][CH2:14][C:9]1[CH:10]=[C:11]([O:12][CH3:13])[C:6]([Cl:5])=[CH:7][C:8]=1[F:16]. (6) Given the reactants [CH2:1]([O:8][C:9]1[CH:10]=[C:11](B(O)O)[CH:12]=[CH:13][CH:14]=1)[C:2]1[CH:7]=[CH:6][CH:5]=[CH:4][CH:3]=1.[O:18]=[C:19]1[CH2:28][CH2:27][CH2:26][C:25]2[CH:24]=[C:23](OS(C(F)(F)F)(=O)=O)[CH:22]=[CH:21][C:20]1=2.C([O-])([O-])=O.[K+].[K+].CCCCCC, predict the reaction product. The product is: [CH2:1]([O:8][C:9]1[CH:10]=[C:11]([C:23]2[CH:24]=[C:25]3[C:20](=[CH:21][CH:22]=2)[C:19](=[O:18])[CH2:28][CH2:27][CH2:26]3)[CH:12]=[CH:13][CH:14]=1)[C:2]1[CH:7]=[CH:6][CH:5]=[CH:4][CH:3]=1.